Dataset: Reaction yield outcomes from USPTO patents with 853,638 reactions. Task: Predict the reaction yield, written as a fraction of the theoretical maximum amount of product (1.0 means a 100% yield; for example, 0.34 means a 34% yield). (1) The reactants are [O:1]1CCO[CH:2]1[C:6]1[CH:11]=[CH:10][C:9]([NH:12][C:13]([CH2:15][CH2:16][CH2:17][CH2:18][N:19]([CH3:46])[C:20]([CH2:22][CH2:23][N:24]2[CH2:29][CH2:28][CH:27]([O:30][C:31](=[O:45])[NH:32][C:33]3[CH:38]=[CH:37][CH:36]=[CH:35][C:34]=3[C:39]3[CH:44]=[CH:43][CH:42]=[CH:41][CH:40]=3)[CH2:26][CH2:25]2)=[O:21])=[O:14])=[CH:8][CH:7]=1. The catalyst is Cl.C(#N)C. The product is [CH:2]([C:6]1[CH:11]=[CH:10][C:9]([NH:12][C:13]([CH2:15][CH2:16][CH2:17][CH2:18][N:19]([CH3:46])[C:20]([CH2:22][CH2:23][N:24]2[CH2:25][CH2:26][CH:27]([O:30][C:31](=[O:45])[NH:32][C:33]3[CH:38]=[CH:37][CH:36]=[CH:35][C:34]=3[C:39]3[CH:44]=[CH:43][CH:42]=[CH:41][CH:40]=3)[CH2:28][CH2:29]2)=[O:21])=[O:14])=[CH:8][CH:7]=1)=[O:1]. The yield is 1.00. (2) The reactants are CCN(CC)CC.[NH2:8][C@H:9]([CH3:17])[C:10]([O:12][C@H:13]([CH2:15][CH3:16])[CH3:14])=[O:11].[P:18](Cl)(Cl)([O:20][C:21]1[CH:26]=[CH:25][CH:24]=[CH:23][CH:22]=1)=[O:19].[F:29][C:30]1[C:35]([OH:36])=[C:34]([F:37])[C:33]([F:38])=[C:32]([F:39])[C:31]=1[F:40]. The catalyst is C(Cl)Cl. The product is [F:29][C:30]1[C:31]([F:40])=[C:32]([F:39])[C:33]([F:38])=[C:34]([F:37])[C:35]=1[O:36][P:18]([NH:8][C@@H:9]([CH3:17])[C:10]([O:12][C@@H:13]([CH2:15][CH3:16])[CH3:14])=[O:11])([O:20][C:21]1[CH:26]=[CH:25][CH:24]=[CH:23][CH:22]=1)=[O:19]. The yield is 0.130. (3) The reactants are [O:1]=[C:2]1[N:10]([CH2:11][CH2:12][CH3:13])[C:9]2[N:8]=[C:7]([C:14]34[CH2:21][CH2:20][C:17]([C:22](O)=[O:23])([CH2:18][CH2:19]3)[CH2:16][CH2:15]4)[NH:6][C:5]=2[C:4](=[O:25])[N:3]1[CH2:26][CH2:27][CH3:28].Cl.[NH:30]([CH2:32][C:33]([OH:35])=[O:34])[CH3:31].CCN(CC)CC.CN(C(ON1N=NC2C=CC=NC1=2)=[N+](C)C)C.F[P-](F)(F)(F)(F)F. The catalyst is C(#N)C. The product is [O:1]=[C:2]1[N:10]([CH2:11][CH2:12][CH3:13])[C:9]2[N:8]=[C:7]([C:14]34[CH2:15][CH2:16][C:17]([C:22]([N:30]([CH2:32][C:33]([OH:35])=[O:34])[CH3:31])=[O:23])([CH2:18][CH2:19]3)[CH2:20][CH2:21]4)[NH:6][C:5]=2[C:4](=[O:25])[N:3]1[CH2:26][CH2:27][CH3:28]. The yield is 0.770. (4) The reactants are O[C:2]1[C:11]2[C:6](=[N:7][CH:8]=[CH:9][CH:10]=2)[N:5]([C:12]2[CH:17]=[CH:16][CH:15]=[CH:14][CH:13]=2)[C:4](=[O:18])[C:3]=1[C:19](=O)[CH2:20][C:21]1[CH:26]=[CH:25][CH:24]=[CH:23][C:22]=1[N+:27]([O-:29])=[O:28].O.[NH2:32][NH2:33]. The catalyst is CN(C=O)C. The product is [N+:27]([C:22]1[CH:23]=[CH:24][CH:25]=[CH:26][C:21]=1[CH2:20][C:19]1[C:3]2[C:4](=[O:18])[N:5]([C:12]3[CH:17]=[CH:16][CH:15]=[CH:14][CH:13]=3)[C:6]3[N:7]=[CH:8][CH:9]=[CH:10][C:11]=3[C:2]=2[NH:33][N:32]=1)([O-:29])=[O:28]. The yield is 0.850.